Task: Predict the reactants needed to synthesize the given product.. Dataset: Full USPTO retrosynthesis dataset with 1.9M reactions from patents (1976-2016) (1) Given the product [C:24]([O:27][CH2:28][C:29]([N:14]=[C:13]([NH:12][C:10]([NH:9][CH2:8][C:5]1[CH:4]=[CH:3][C:2]([Cl:1])=[CH:7][CH:6]=1)=[O:11])[S:15][CH3:16])=[O:30])(=[O:26])[CH3:25], predict the reactants needed to synthesize it. The reactants are: [Cl:1][C:2]1[CH:7]=[CH:6][C:5]([CH2:8][NH:9][C:10]([NH:12][C:13]([S:15][CH3:16])=[NH:14])=[O:11])=[CH:4][CH:3]=1.C(N(CC)CC)C.[C:24]([O:27][CH2:28][C:29](Cl)=[O:30])(=[O:26])[CH3:25]. (2) Given the product [F:1][C:2]1[C:7]2[C:8]([CH3:16])=[C:9]([CH:11]([OH:15])[CH:12]([CH3:13])[CH3:14])[O:10][C:6]=2[CH:5]=[CH:4][CH:3]=1, predict the reactants needed to synthesize it. The reactants are: [F:1][C:2]1[C:7]2[C:8]([CH3:16])=[C:9]([C:11](=[O:15])[CH:12]([CH3:14])[CH3:13])[O:10][C:6]=2[CH:5]=[CH:4][CH:3]=1.[BH4-].[Na+]. (3) The reactants are: [CH:1]([O:4][C:5]([N:7]1[CH2:12][CH2:11][CH:10]([O:13][C:14]2[C:19]([O:20][CH3:21])=[C:18](Cl)[N:17]=[CH:16][N:15]=2)[CH2:9][CH2:8]1)=[O:6])([CH3:3])[CH3:2].[CH3:23][C:24]1[C:29]([NH2:30])=[CH:28][CH:27]=[C:26]([S:31][CH2:32][CH2:33][CH3:34])[N:25]=1.C(N1CCN2CCN(CC(C)C)P1N(CC(C)C)CC2)C(C)C.CC([O-])(C)C.[Na+]. Given the product [CH:1]([O:4][C:5]([N:7]1[CH2:12][CH2:11][CH:10]([O:13][C:14]2[C:19]([O:20][CH3:21])=[C:18]([NH:30][C:29]3[C:24]([CH3:23])=[N:25][C:26]([S:31][CH2:32][CH2:33][CH3:34])=[CH:27][CH:28]=3)[N:17]=[CH:16][N:15]=2)[CH2:9][CH2:8]1)=[O:6])([CH3:3])[CH3:2], predict the reactants needed to synthesize it.